Dataset: Catalyst prediction with 721,799 reactions and 888 catalyst types from USPTO. Task: Predict which catalyst facilitates the given reaction. (1) Reactant: C(P(CCCC)CCCC)CCC.[CH2:14]([O:16][C@@H:17]([CH2:23][C:24]1[CH:29]=[CH:28][C:27]([OH:30])=[CH:26][CH:25]=1)[C:18]([O:20][CH2:21][CH3:22])=[O:19])[CH3:15].[Si:31]([CH2:38][O:39][CH2:40]/[CH:41]=[C:42](/[C:44]1[CH:49]=[CH:48][C:47]([C:50]2[CH:55]=[CH:54][C:53](/[C:56](/[CH3:60])=[CH:57]/[CH2:58]O)=[CH:52][CH:51]=2)=[CH:46][CH:45]=1)\[CH3:43])([C:34]([CH3:37])([CH3:36])[CH3:35])([CH3:33])[CH3:32]. Product: [CH2:21]([O:20][C:18](=[O:19])[C@@H:17]([O:16][CH2:14][CH3:15])[CH2:23][C:24]1[CH:25]=[CH:26][C:27]([O:30][CH2:58]/[CH:57]=[C:56](/[C:53]2[CH:54]=[CH:55][C:50]([C:47]3[CH:48]=[CH:49][C:44](/[C:42](/[CH3:43])=[CH:41]/[CH2:40][O:39][CH2:38][Si:31]([C:34]([CH3:37])([CH3:36])[CH3:35])([CH3:33])[CH3:32])=[CH:45][CH:46]=3)=[CH:51][CH:52]=2)\[CH3:60])=[CH:28][CH:29]=1)[CH3:22]. The catalyst class is: 299. (2) Reactant: [Cl:1][C:2]1[CH:3]=[C:4]([CH2:10][CH2:11][OH:12])[CH:5]=[C:6]([Cl:9])[C:7]=1[SH:8].[Cl:13][C:14]1[N:15]=[N:16][C:17](Cl)=[CH:18][C:19]=1[CH:20]([CH3:22])[CH3:21].C(=O)([O-])[O-].[K+].[K+].Cl. Product: [Cl:1][C:2]1[CH:3]=[C:4]([CH2:10][CH2:11][OH:12])[CH:5]=[C:6]([Cl:9])[C:7]=1[S:8][C:17]1[N:16]=[N:15][C:14]([Cl:13])=[C:19]([CH:20]([CH3:22])[CH3:21])[CH:18]=1. The catalyst class is: 58. (3) Reactant: [NH:1]1[C:9]2[C:4](=[CH:5][CH:6]=[CH:7][CH:8]=2)[CH:3]=[C:2]1[C:10]1[C:11](=[O:21])[NH:12][N:13]=[C:14]([C:16]2[CH:17]=[N:18][NH:19][CH:20]=2)[CH:15]=1.[Br:22]N1C(=O)CCC1=O. Product: [Br:22][C:3]1[C:4]2[C:9](=[CH:8][CH:7]=[CH:6][CH:5]=2)[NH:1][C:2]=1[C:10]1[C:11](=[O:21])[NH:12][N:13]=[C:14]([C:16]2[CH:20]=[N:19][NH:18][CH:17]=2)[CH:15]=1. The catalyst class is: 216. (4) Reactant: [NH2:1][C:2]([C:4]1[CH:5]=[N:6][C:7]2[C:12]([C:13]=1[NH:14][C:15]1[CH:16]=[C:17]([CH:23]=[CH:24][CH:25]=1)[C:18]([O:20]CC)=[O:19])=[CH:11][CH:10]=[C:9](Br)[CH:8]=2)=[O:3].[NH2:27][C:28]1[N:33]=[CH:32][C:31](B(O)O)=[CH:30][N:29]=1.C(=O)([O-])[O-].[K+].[K+].[OH-].[Na+]. Product: [NH2:1][C:2]([C:4]1[CH:5]=[N:6][C:7]2[C:12]([C:13]=1[NH:14][C:15]1[CH:16]=[C:17]([CH:23]=[CH:24][CH:25]=1)[C:18]([OH:20])=[O:19])=[CH:11][CH:10]=[C:9]([C:31]1[CH:30]=[N:29][C:28]([NH2:27])=[N:33][CH:32]=1)[CH:8]=2)=[O:3]. The catalyst class is: 70.